Dataset: Full USPTO retrosynthesis dataset with 1.9M reactions from patents (1976-2016). Task: Predict the reactants needed to synthesize the given product. (1) Given the product [CH2:28]([C:25]1[N:11]2[N:12]=[C:13]([CH3:24])[C:14]([CH2:15][CH2:16][CH2:17][CH2:18][CH2:34][CH2:33][OH:32])=[C:9]([C:5]3[CH:4]=[C:3]([CH:8]=[CH:7][CH:6]=3)[C:1]#[N:2])[C:10]2=[CH:27][CH:26]=1)[CH3:29].[NH2:2][CH2:1][C:3]1[CH:4]=[C:5]([C:9]2[C:10]3[N:11]([C:25]([CH2:28][CH3:29])=[CH:26][CH:27]=3)[N:12]=[C:13]([CH3:24])[C:14]=2[CH2:15][CH2:16][CH2:36][CH2:35][CH2:34][CH2:33][OH:32])[CH:6]=[CH:7][CH:8]=1, predict the reactants needed to synthesize it. The reactants are: [C:1]([C:3]1[CH:4]=[C:5]([C:9]2[C:10]3[N:11]([C:25]([CH2:28][CH3:29])=[CH:26][CH:27]=3)[N:12]=[C:13]([CH3:24])[C:14]=2[CH2:15][CH2:16][CH2:17][CH2:18]C(OCC)=O)[CH:6]=[CH:7][CH:8]=1)#[N:2].[BH4-].[Li+].[O:32]1[CH2:36][CH2:35][CH2:34][CH2:33]1. (2) Given the product [Cl:8][C:5]1[N:4]=[C:3]2[S:9][CH:11]=[N:1][C:2]2=[CH:7][CH:6]=1, predict the reactants needed to synthesize it. The reactants are: [NH2:1][C:2]1[C:3]([SH:9])=[N:4][C:5]([Cl:8])=[CH:6][CH:7]=1.N.[CH:11](O)=O. (3) Given the product [C:36]([C@@:25]1([OH:42])[CH2:26][C@H:27]([OH:35])[C:28]2[C:29]([OH:34])=[C:30]3[C:21]([C:20](=[O:44])[C:19]4[CH:18]=[CH:17][CH:16]=[C:15]([NH2:14])[C:32]=4[C:31]3=[O:33])=[C:22]([OH:43])[C:23]=2[CH2:24]1)(=[O:37])[CH3:41], predict the reactants needed to synthesize it. The reactants are: FC(F)(F)C(O)=O.COC1C=C(C=CC=1OC)C[NH:14][C:15]1[C:32]2[C:31](=[O:33])[C:30]3[C:21](=[C:22]([OH:43])[C:23]4[CH2:24][C@@:25]([OH:42])([C:36]5([CH3:41])OCC[O:37]5)[CH2:26][C@H:27]([OH:35])[C:28]=4[C:29]=3[OH:34])[C:20](=[O:44])[C:19]=2[CH:18]=[CH:17][CH:16]=1.C([O-])(O)=O.[Na+]. (4) The reactants are: [NH2:1][CH2:2][CH:3]([C:5]1[CH:6]=[CH:7][C:8]([OH:16])=[C:9]([NH:11][S:12]([CH3:15])(=[O:14])=[O:13])[CH:10]=1)[OH:4].[CH3:17][O:18][C:19]1[CH:20]=[C:21]([NH:27][S:28]([C:31]2[CH:36]=[CH:35][C:34]([N:37]3[CH2:42][CH2:41][C:40](=O)[CH2:39][CH2:38]3)=[CH:33][CH:32]=2)(=[O:30])=[O:29])[CH:22]=[CH:23][C:24]=1[O:25][CH3:26]. Given the product [CH3:17][O:18][C:19]1[CH:20]=[C:21]([NH:27][S:28]([C:31]2[CH:36]=[CH:35][C:34]([N:37]3[CH2:42][CH2:41][CH:40]([NH:1][CH2:2][CH:3]([OH:4])[C:5]4[CH:6]=[CH:7][C:8]([OH:16])=[C:9]([NH:11][S:12]([CH3:15])(=[O:14])=[O:13])[CH:10]=4)[CH2:39][CH2:38]3)=[CH:33][CH:32]=2)(=[O:30])=[O:29])[CH:22]=[CH:23][C:24]=1[O:25][CH3:26], predict the reactants needed to synthesize it. (5) Given the product [CH2:1]([N:8]1[C:16]2[C:15]3=[N:17][N:18]=[CH:25][N:14]3[C:13](=[O:19])[N:12]([CH2:20][CH2:21][CH2:22][CH2:23][CH3:24])[C:11]=2[N:10]=[CH:9]1)[C:2]1[CH:7]=[CH:6][CH:5]=[CH:4][CH:3]=1, predict the reactants needed to synthesize it. The reactants are: [CH2:1]([N:8]1[C:16]2/[C:15](=[N:17]/[NH2:18])/[NH:14][C:13](=[O:19])[N:12]([CH2:20][CH2:21][CH2:22][CH2:23][CH3:24])[C:11]=2[N:10]=[CH:9]1)[C:2]1[CH:7]=[CH:6][CH:5]=[CH:4][CH:3]=1.[CH:25]([O-])([O-])OCC. (6) Given the product [Cl:1][C:2]1[CH:3]=[CH:4][C:5]2[NH:6][CH2:7][N:8]3[C:16]4[CH:15]=[CH:14][CH:13]=[C:12]([F:17])[C:11]=4[CH:10]=[C:9]3[C:18]=2[N:19]=1, predict the reactants needed to synthesize it. The reactants are: [Cl:1][C:2]1[CH:3]=[CH:4][C:5]2[N:6]=[CH:7][N:8]3[C:16]4[CH:15]=[CH:14][CH:13]=[C:12]([F:17])[C:11]=4[CH:10]=[C:9]3[C:18]=2[N:19]=1.[BH4-].[Na+].[NH4+].[Cl-]. (7) Given the product [F:1][C:2]([F:29])([F:28])[C:3]1[CH:4]=[C:5]([CH:25]=[CH:26][CH:27]=1)[CH2:6][O:7][N:8]=[C:9]1[CH2:14][CH2:13][N:12]([S:15]([C:18]2[CH:19]=[N:20][C:21]([NH:30][C:31]3[CH:36]=[CH:35][CH:34]=[CH:33][CH:32]=3)=[CH:22][CH:23]=2)(=[O:17])=[O:16])[CH2:11][CH2:10]1, predict the reactants needed to synthesize it. The reactants are: [F:1][C:2]([F:29])([F:28])[C:3]1[CH:4]=[C:5]([CH:25]=[CH:26][CH:27]=1)[CH2:6][O:7][N:8]=[C:9]1[CH2:14][CH2:13][N:12]([S:15]([C:18]2[CH:19]=[N:20][C:21](Cl)=[CH:22][CH:23]=2)(=[O:17])=[O:16])[CH2:11][CH2:10]1.[NH2:30][C:31]1[CH:36]=[CH:35][CH:34]=[CH:33][CH:32]=1.C1(P(C2C=CC=CC=2)C2C3OC4C(=CC=CC=4P(C4C=CC=CC=4)C4C=CC=CC=4)C(C)(C)C=3C=CC=2)C=CC=CC=1.CC(C)([O-])C.[Na+]. (8) Given the product [ClH:45].[C:33]1([CH:32]([C:39]2[CH:40]=[CH:41][CH:42]=[CH:43][CH:44]=2)[CH2:31][NH:30][C:9]2[N:8]=[C:7]([N:4]3[CH2:5][CH2:6][C@@H:2]([NH:1][C:70]([NH:107][CH2:106][C:104]4[N:103]=[CH:102][N:101]([CH3:100])[CH:105]=4)=[O:71])[CH2:3]3)[N:15]=[C:14]3[C:10]=2[N:11]=[CH:12][N:13]3[C@@H:16]2[CH2:20][C@H:19]([N:21]3[N:25]=[C:24]([CH2:26][CH3:27])[CH:23]=[N:22]3)[C@@H:18]([OH:28])[C@H:17]2[OH:29])[CH:34]=[CH:35][CH:36]=[CH:37][CH:38]=1, predict the reactants needed to synthesize it. The reactants are: [NH2:1][C@@H:2]1[CH2:6][CH2:5][N:4]([C:7]2[N:15]=[C:14]3[C:10]([N:11]=[CH:12][N:13]3[C@@H:16]3[CH2:20][C@H:19]([N:21]4[N:25]=[C:24]([CH2:26][CH3:27])[CH:23]=[N:22]4)[C@@H:18]([OH:28])[C@H:17]3[OH:29])=[C:9]([NH:30][CH2:31][CH:32]([C:39]3[CH:44]=[CH:43][CH:42]=[CH:41][CH:40]=3)[C:33]3[CH:38]=[CH:37][CH:36]=[CH:35][CH:34]=3)[N:8]=2)[CH2:3]1.[ClH:45].C1(C(C2C=CC=CC=2)CNC2N=C(N3CC[C@@H](N[C:70](NCC4C=CC=CN=4)=[O:71])C3)N=C3C=2N=CN3[C@@H]2C[C@H](N3N=NC(CC)=N3)[C@@H](O)[C@H]2O)C=CC=CC=1.[CH3:100][N:101]1[CH:105]=[C:104]([CH2:106][NH2:107])[N:103]=[CH:102]1. (9) Given the product [CH2:1]([N:8]1[CH2:13][CH2:12][NH:11][CH2:10][C@@H:9]1[CH3:21])[C:2]1[CH:7]=[CH:6][CH:5]=[CH:4][CH:3]=1, predict the reactants needed to synthesize it. The reactants are: [CH2:1]([N:8]1[CH2:13][CH2:12][N:11](C(OC(C)(C)C)=O)[CH2:10][C@@H:9]1[CH3:21])[C:2]1[CH:7]=[CH:6][CH:5]=[CH:4][CH:3]=1.FC(F)(F)C([O-])=O.[OH-].[Na+].